This data is from Reaction yield outcomes from USPTO patents with 853,638 reactions. The task is: Predict the reaction yield, written as a fraction of the theoretical maximum amount of product (1.0 means a 100% yield; for example, 0.34 means a 34% yield). (1) The reactants are [Br:1][C:2]1[CH:7]=[CH:6][C:5]([CH2:8][C:9]([OH:11])=O)=[C:4]([F:12])[CH:3]=1.O.OC1C2N=NNC=2C=CC=1.Cl.CN(C)CCCN=C=NCC.[C:36]([O:40][C:41](=[O:53])[NH:42][C:43]([C:46]1[CH:51]=[CH:50][CH:49]=[C:48]([NH2:52])[CH:47]=1)([CH3:45])[CH3:44])([CH3:39])([CH3:38])[CH3:37]. The catalyst is CC=C(C)C.ClCCl.C(Cl)(Cl)Cl. The product is [C:36]([O:40][C:41](=[O:53])[NH:42][C:43]([C:46]1[CH:51]=[CH:50][CH:49]=[C:48]([NH:52][C:9](=[O:11])[CH2:8][C:5]2[CH:6]=[CH:7][C:2]([Br:1])=[CH:3][C:4]=2[F:12])[CH:47]=1)([CH3:45])[CH3:44])([CH3:37])([CH3:38])[CH3:39]. The yield is 0.710. (2) The reactants are [Cl:1][C:2]1[CH:3]=[C:4]([CH2:12][OH:13])[CH:5]=[C:6]([S:8]([CH3:11])(=[O:10])=[O:9])[CH:7]=1.CC(OI1(OC(C)=O)(OC(C)=O)OC(=O)C2C1=CC=CC=2)=O. The catalyst is ClCCl. The product is [Cl:1][C:2]1[CH:3]=[C:4]([CH:5]=[C:6]([S:8]([CH3:11])(=[O:10])=[O:9])[CH:7]=1)[CH:12]=[O:13]. The yield is 0.750.